The task is: Regression. Given a peptide amino acid sequence and an MHC pseudo amino acid sequence, predict their binding affinity value. This is MHC class I binding data.. This data is from Peptide-MHC class I binding affinity with 185,985 pairs from IEDB/IMGT. (1) The peptide sequence is QQPYPSQQPY. The MHC is HLA-B08:01 with pseudo-sequence HLA-B08:01. The binding affinity (normalized) is 0. (2) The peptide sequence is RMFLAMITY. The MHC is HLA-A11:01 with pseudo-sequence HLA-A11:01. The binding affinity (normalized) is 0.194. (3) The peptide sequence is DTDISQLHH. The MHC is HLA-A26:01 with pseudo-sequence HLA-A26:01. The binding affinity (normalized) is 0.0847. (4) The peptide sequence is IGKMLESTY. The MHC is HLA-A30:02 with pseudo-sequence HLA-A30:02. The binding affinity (normalized) is 0.730. (5) The peptide sequence is RPMSASRPA. The MHC is BoLA-D18.4 with pseudo-sequence BoLA-D18.4. The binding affinity (normalized) is 0.0641. (6) The peptide sequence is SEAAYAKKI. The MHC is HLA-B40:01 with pseudo-sequence HLA-B40:01. The binding affinity (normalized) is 0.340. (7) The peptide sequence is WIPKRNRSI. The MHC is HLA-B27:05 with pseudo-sequence HLA-B27:05. The binding affinity (normalized) is 0.0847.